Dataset: Full USPTO retrosynthesis dataset with 1.9M reactions from patents (1976-2016). Task: Predict the reactants needed to synthesize the given product. (1) Given the product [CH:7]([C:3]1[NH:2][CH:6]=[C:5]([C:22]([O:18][CH3:17])=[O:23])[CH:4]=1)=[O:26], predict the reactants needed to synthesize it. The reactants are: [Cl-].[NH:2]1[CH:6]=[CH:5][CH:4]=[C:3]1[CH:7]=[N+](C)C.[Cl-].[Cl-].[Cl-].[Al+3].ClC(Cl)(Cl)[C:17](Cl)=[O:18].[CH3:22][O-:23].[Na+].C[OH:26]. (2) The reactants are: [CH3:1][O:2][C:3]1[CH:32]=[CH:31][C:6]([CH2:7][N:8]2[CH2:12][CH2:11][C:10]3([CH2:17][CH2:16][N:15]([CH2:18][C@@H:19]4[C@@H:23]([C:24]5[CH:29]=[CH:28][CH:27]=[CH:26][CH:25]=5)[CH2:22][NH:21][CH2:20]4)[CH2:14][CH2:13]3)[C:9]2=[O:30])=[CH:5][CH:4]=1.[CH:33]1([CH2:36][CH2:37]C(O)=O)[CH2:35][CH2:34]1.CC(C)N=C=NC(C)C.CN(C=[O:54])C. Given the product [CH:33]1([CH2:36][C:37]([N:21]2[CH2:22][C@H:23]([C:24]3[CH:25]=[CH:26][CH:27]=[CH:28][CH:29]=3)[C@@H:19]([CH2:18][N:15]3[CH2:16][CH2:17][C:10]4([C:9](=[O:30])[N:8]([CH2:7][C:6]5[CH:5]=[CH:4][C:3]([O:2][CH3:1])=[CH:32][CH:31]=5)[CH2:12][CH2:11]4)[CH2:13][CH2:14]3)[CH2:20]2)=[O:54])[CH2:34][CH2:35]1, predict the reactants needed to synthesize it. (3) Given the product [CH3:1][O:2][C:3](=[O:43])[NH:4][C@H:5]([C:14](=[O:42])[NH:15][CH2:16][CH2:17][CH2:18][CH2:19][C@H:20]([N:27]([S:32]([C:35]1[CH:40]=[CH:39][C:38]([NH2:41])=[CH:37][CH:36]=1)(=[O:33])=[O:34])[CH2:28][CH:29]([CH3:30])[CH3:31])[CH2:21][O:22][P:23]([OH:26])([OH:25])=[O:24])[CH2:6][C:7]1[CH:12]=[CH:11][C:10]([Br:56])=[CH:9][CH:8]=1, predict the reactants needed to synthesize it. The reactants are: [CH3:1][O:2][C:3](=[O:43])[NH:4][C@H:5]([C:14](=[O:42])[NH:15][CH2:16][CH2:17][CH2:18][CH2:19][C@H:20]([N:27]([S:32]([C:35]1[CH:40]=[CH:39][C:38]([NH2:41])=[CH:37][CH:36]=1)(=[O:34])=[O:33])[CH2:28][CH:29]([CH3:31])[CH3:30])[CH2:21][O:22][P:23]([OH:26])([OH:25])=[O:24])[CH2:6][C:7]1[CH:12]=[CH:11][CH:10]=[CH:9][C:8]=1Br.C1C(C[C@H](N)C(O)=O)=CC=C([Br:56])C=1. (4) Given the product [N+:14]([C:17]1[CH:18]=[CH:19][C:20]([CH2:21][O:22]/[N:23]=[C:10](/[C:5]2[CH:6]=[CH:7][C:8]3[O:9][CH2:1][O:2][C:3]=3[CH:4]=2)\[CH3:11])=[CH:24][CH:25]=1)([O-:16])=[O:15], predict the reactants needed to synthesize it. The reactants are: [CH2:1]1[O:9][C:8]2[CH:7]=[CH:6][C:5]([C:10](=O)[CH3:11])=[CH:4][C:3]=2[O:2]1.Cl.[N+:14]([C:17]1[CH:25]=[CH:24][C:20]([CH2:21][O:22][NH2:23])=[CH:19][CH:18]=1)([O-:16])=[O:15]. (5) The reactants are: [NH2:1][C:2]1[CH:7]=[CH:6][C:5]([N:8]([CH2:16][CH2:17][N:18]2[CH2:23][CH2:22][N:21]([CH3:24])[CH2:20][CH2:19]2)[C:9](=O)OC(C)(C)C)=[C:4]([O:25][CH3:26])[CH:3]=1.O1CCCC1.[H-].[Al+3].[Li+].[H-].[H-].[H-].[OH-].[Na+]. Given the product [CH3:26][O:25][C:4]1[CH:3]=[C:2]([NH2:1])[CH:7]=[CH:6][C:5]=1[N:8]([CH3:9])[CH2:16][CH2:17][N:18]1[CH2:19][CH2:20][N:21]([CH3:24])[CH2:22][CH2:23]1, predict the reactants needed to synthesize it.